From a dataset of Reaction yield outcomes from USPTO patents with 853,638 reactions. Predict the reaction yield, written as a fraction of the theoretical maximum amount of product (1.0 means a 100% yield; for example, 0.34 means a 34% yield). (1) The reactants are [C:1]([O:5][C:6]([N:8]1[CH2:12][C:11](=O)[CH:10]2[O:14][CH2:15][C:16]([O:19][CH3:20])([O:17][CH3:18])[CH:9]12)=[O:7])([CH3:4])([CH3:3])[CH3:2].B1C2CCCC1CCC2.C1C[O:33][CH2:32]C1. No catalyst specified. The product is [C:1]([O:5][C:6]([N:8]1[CH2:12][CH:11]([CH2:32][OH:33])[CH:10]2[O:14][CH2:15][C:16]([O:17][CH3:18])([O:19][CH3:20])[CH:9]12)=[O:7])([CH3:3])([CH3:2])[CH3:4]. The yield is 0.860. (2) The reactants are S(Cl)(Cl)=O.[CH3:5][N:6]([C:11]([C:13]1[C:14]([O:30][CH2:31][C:32]2[CH:37]=[CH:36][CH:35]=[CH:34][CH:33]=2)=[CH:15][C:16]([O:22][CH2:23][C:24]2[CH:29]=[CH:28][CH:27]=[CH:26][CH:25]=2)=[C:17]([CH:21]=1)[C:18](O)=[O:19])=[O:12])[CH2:7][CH2:8][CH2:9][CH3:10].[Br:38][C:39]1[CH:40]=[C:41]2[C:45](=[CH:46][CH:47]=1)[CH2:44][NH:43][CH2:42]2.C(N(C(C)C)C(C)C)C. The catalyst is C1COCC1.ClCCl.C1(C)C=CC=CC=1. The product is [CH2:31]([O:30][C:14]1[CH:15]=[C:16]([O:22][CH2:23][C:24]2[CH:29]=[CH:28][CH:27]=[CH:26][CH:25]=2)[C:17]([C:18]([N:43]2[CH2:42][C:41]3[C:45](=[CH:46][CH:47]=[C:39]([Br:38])[CH:40]=3)[CH2:44]2)=[O:19])=[CH:21][C:13]=1[C:11]([N:6]([CH2:7][CH2:8][CH2:9][CH3:10])[CH3:5])=[O:12])[C:32]1[CH:37]=[CH:36][CH:35]=[CH:34][CH:33]=1. The yield is 0.420. (3) The reactants are [OH:1][CH2:2][C@H:3]1[O:8][CH2:7][CH2:6][N:5]([C:9]([O:11][C:12]([CH3:15])([CH3:14])[CH3:13])=[O:10])[CH2:4]1.C(N(CC)CC)C.[CH3:23][S:24](Cl)(=[O:26])=[O:25]. The catalyst is ClCCl. The product is [CH3:23][S:24]([O:1][CH2:2][C@H:3]1[O:8][CH2:7][CH2:6][N:5]([C:9]([O:11][C:12]([CH3:15])([CH3:14])[CH3:13])=[O:10])[CH2:4]1)(=[O:26])=[O:25]. The yield is 0.790. (4) The reactants are [Br:1][C:2]1[CH:3]=[C:4]([CH:8]([OH:15])[CH2:9][CH:10]([OH:14])[CH2:11][CH:12]=[CH2:13])[CH:5]=[CH:6][CH:7]=1. The catalyst is ClCCl.[O-2].[Mn+4].[O-2]. The product is [Br:1][C:2]1[CH:3]=[C:4]([C:8](=[O:15])[CH2:9][CH:10]([OH:14])[CH2:11][CH:12]=[CH2:13])[CH:5]=[CH:6][CH:7]=1. The yield is 0.820. (5) The reactants are [N:1]([CH:4]([C:8]1[N:9]([CH2:19][C:20]2[CH:25]=[CH:24][CH:23]=[CH:22][CH:21]=2)[C:10](=[O:18])[C:11]2[C:16]([CH3:17])=[N:15][S:14][C:12]=2[N:13]=1)[CH:5]([CH3:7])[CH3:6])=[N+]=[N-]. The catalyst is CO.[Pd]. The product is [NH2:1][CH:4]([C:8]1[N:9]([CH2:19][C:20]2[CH:21]=[CH:22][CH:23]=[CH:24][CH:25]=2)[C:10](=[O:18])[C:11]2[C:16]([CH3:17])=[N:15][S:14][C:12]=2[N:13]=1)[CH:5]([CH3:7])[CH3:6]. The yield is 0.860. (6) The reactants are [CH3:1][N:2]1[C:6]2[CH:7]=[C:8]([O:21][C:22]3[CH:27]=[CH:26][CH:25]=[C:24]([O:28][CH2:29][C:30]4([CH3:33])[CH2:32][O:31]4)[CH:23]=3)[C:9]([NH:11][S:12]([C:15]3[N:16]=[CH:17][N:18]([CH3:20])[CH:19]=3)(=[O:14])=[O:13])=[CH:10][C:5]=2[N:4]([CH3:34])[C:3]1=[O:35].S(=O)(=O)(O)[OH:37]. The catalyst is C1COCC1.O. The product is [OH:31][C:30]([CH3:33])([CH2:32][OH:37])[CH2:29][O:28][C:24]1[CH:23]=[C:22]([CH:27]=[CH:26][CH:25]=1)[O:21][C:8]1[C:9]([NH:11][S:12]([C:15]2[N:16]=[CH:17][N:18]([CH3:20])[CH:19]=2)(=[O:14])=[O:13])=[CH:10][C:5]2[N:4]([CH3:34])[C:3](=[O:35])[N:2]([CH3:1])[C:6]=2[CH:7]=1. The yield is 0.150. (7) The reactants are [F:1][C:2]([F:11])([F:10])[C:3]1[C:4]([OH:9])=[N:5][CH:6]=[CH:7][CH:8]=1.[N+:12]([O-])([OH:14])=[O:13].OS(O)(=O)=O. No catalyst specified. The product is [N+:12]([C:7]1[CH:8]=[C:3]([C:2]([F:1])([F:10])[F:11])[C:4]([OH:9])=[N:5][CH:6]=1)([O-:14])=[O:13]. The yield is 0.733. (8) The reactants are Br[C:2]1[C:3]([C:17]([CH3:20])([CH3:19])[CH3:18])=[N:4][N:5]([C:8]2[C:13]([CH3:14])=[CH:12][CH:11]=[CH:10][C:9]=2[O:15][CH3:16])[C:6]=1[NH2:7].[CH3:21]B1OBOBO1.C(=O)([O-])[O-].[K+].[K+]. The catalyst is CN(C=O)C.O. The product is [C:17]([C:3]1[C:2]([CH3:21])=[C:6]([NH2:7])[N:5]([C:8]2[C:13]([CH3:14])=[CH:12][CH:11]=[CH:10][C:9]=2[O:15][CH3:16])[N:4]=1)([CH3:20])([CH3:19])[CH3:18]. The yield is 0.770. (9) The reactants are [CH3:1][C:2]1[CH:7]=[C:6]([CH3:8])[N:5]2[N:9]=[C:10]([CH2:12][OH:13])[N:11]=[C:4]2[N:3]=1. The catalyst is ClCCCl.C(Cl)Cl. The product is [CH3:1][C:2]1[CH:7]=[C:6]([CH3:8])[N:5]2[N:9]=[C:10]([CH:12]=[O:13])[N:11]=[C:4]2[N:3]=1. The yield is 0.770. (10) The product is [Cl:20][CH2:11][C:3]1[C:2]([F:1])=[CH:10][C:6]2[O:7][CH2:8][O:9][C:5]=2[CH:4]=1. The yield is 0.900. No catalyst specified. The reactants are [F:1][C:2]1[C:3]([CH2:11]O)=[CH:4][C:5]2[O:9][CH2:8][O:7][C:6]=2[CH:10]=1.C([O-])(O)=O.[Na+].O=S(Cl)[Cl:20].